From a dataset of Forward reaction prediction with 1.9M reactions from USPTO patents (1976-2016). Predict the product of the given reaction. (1) Given the reactants [NH:1]1[CH2:10][CH2:9][CH2:8][CH2:7][CH:2]1[C:3]([O:5][CH3:6])=[O:4].Cl[CH2:12][CH2:13][C:14]([C:16]1[CH:21]=[CH:20][C:19]([F:22])=[CH:18][CH:17]=1)=[O:15], predict the reaction product. The product is: [CH3:6][O:5][C:3](=[O:4])[CH:2]1[CH2:7][CH2:8][CH2:9][CH2:10][N:1]1[CH2:12][CH2:13][C:14]([C:16]1[CH:17]=[CH:18][C:19]([F:22])=[CH:20][CH:21]=1)=[O:15]. (2) Given the reactants [CH:1]1[CH:6]=[C:5]([S:7][S:8][C:9]2[N:14]=[CH:13][CH:12]=[CH:11][CH:10]=2)N=[CH:3][CH:2]=1.[CH2:15](S)[CH2:16][CH2:17][CH2:18][CH2:19][CH2:15][CH2:16][CH2:17][CH2:18][CH3:19].C(N(CC)CC)C, predict the reaction product. The product is: [N:14]1[CH:13]=[CH:12][CH:11]=[CH:10][C:9]=1[S:8][S:7][CH2:5][CH2:6][CH2:1][CH2:2][CH2:3][CH2:15][CH2:16][CH2:17][CH2:18][CH3:19]. (3) Given the reactants [C:1]1([C:7]2[C:12](B(O)O)=[CH:11][CH:10]=[CH:9][N:8]=2)[CH:6]=[CH:5][CH:4]=[CH:3][CH:2]=1.[CH3:16][C:17]1[C:21]([C:22]2[CH:23]=[C:24](C3C(C)=CC=C4C=3C=CC=N4)[C:25]3[N:29]=[C:28]([NH:30][S:31]([CH2:34][CH3:35])(=[O:33])=[O:32])[NH:27][C:26]=3[CH:36]=2)=[C:20]([CH3:48])[O:19][N:18]=1, predict the reaction product. The product is: [CH3:16][C:17]1[C:21]([C:22]2[CH:23]=[C:24]([C:12]3[C:7]([C:1]4[CH:6]=[CH:5][CH:4]=[CH:3][CH:2]=4)=[N:8][CH:9]=[CH:10][CH:11]=3)[C:25]3[N:29]=[C:28]([NH:30][S:31]([CH2:34][CH3:35])(=[O:32])=[O:33])[NH:27][C:26]=3[CH:36]=2)=[C:20]([CH3:48])[O:19][N:18]=1. (4) Given the reactants F[C:2]1[CH:7]=[C:6]([C:8]2[C:16]3[C:11](=[CH:12][CH:13]=[C:14]([N+:17]([O-:19])=[O:18])[CH:15]=3)[N:10]([C:20]([C:33]3[CH:38]=[CH:37][CH:36]=[CH:35][CH:34]=3)([C:27]3[CH:32]=[CH:31][CH:30]=[CH:29][CH:28]=3)[C:21]3[CH:26]=[CH:25][CH:24]=[CH:23][CH:22]=3)[N:9]=2)[CH:5]=[CH:4][N:3]=1.[CH3:39][C:40](C)([O-:42])C.[K+], predict the reaction product. The product is: [CH2:40]([O:42][C:2]1[CH:7]=[C:6]([C:8]2[C:16]3[C:11](=[CH:12][CH:13]=[C:14]([N+:17]([O-:19])=[O:18])[CH:15]=3)[N:10]([C:20]([C:33]3[CH:38]=[CH:37][CH:36]=[CH:35][CH:34]=3)([C:27]3[CH:32]=[CH:31][CH:30]=[CH:29][CH:28]=3)[C:21]3[CH:26]=[CH:25][CH:24]=[CH:23][CH:22]=3)[N:9]=2)[CH:5]=[CH:4][N:3]=1)[CH3:39]. (5) Given the reactants [Br:1][C:2]1[CH:9]=[CH:8][C:7]([OH:10])=[CH:6][C:3]=1[CH:4]=[O:5].Cl.Cl[CH2:13][CH2:14][N:15]1[CH2:20][CH2:19][O:18][CH2:17][CH2:16]1.C([O-])([O-])=O.[K+].[K+], predict the reaction product. The product is: [Br:1][C:2]1[CH:9]=[CH:8][C:7]([O:10][CH2:13][CH2:14][N:15]2[CH2:20][CH2:19][O:18][CH2:17][CH2:16]2)=[CH:6][C:3]=1[CH:4]=[O:5]. (6) The product is: [Cl:25][C:24]1[C:19]([NH:18][C:2]2[CH:7]=[C:6]([C:8]([F:11])([F:10])[F:9])[N:5]=[C:4]([C:12]3[CH:13]=[N:14][CH:15]=[CH:16][CH:17]=3)[N:3]=2)=[N:20][C:21]([CH3:26])=[N:22][CH:23]=1. Given the reactants Cl[C:2]1[CH:7]=[C:6]([C:8]([F:11])([F:10])[F:9])[N:5]=[C:4]([C:12]2[CH:13]=[N:14][CH:15]=[CH:16][CH:17]=2)[N:3]=1.[NH2:18][C:19]1[C:24]([Cl:25])=[CH:23][N:22]=[C:21]([CH3:26])[N:20]=1, predict the reaction product. (7) Given the reactants [Br:1][C:2]1[CH:10]=[CH:9][C:5]([CH:6]=[N:7][OH:8])=[CH:4][C:3]=1[F:11].[O:12]1C[CH2:15][CH2:14][CH2:13]1, predict the reaction product. The product is: [Br:1][C:2]1[CH:10]=[CH:9][C:5]([C:6]2[CH2:15][CH:14]([CH2:13][OH:12])[O:8][N:7]=2)=[CH:4][C:3]=1[F:11].